Dataset: Full USPTO retrosynthesis dataset with 1.9M reactions from patents (1976-2016). Task: Predict the reactants needed to synthesize the given product. Given the product [CH3:1][N:2]1[C:6]2[CH:7]=[CH:8][C:9]([N+:11]([O-:13])=[O:12])=[CH:10][C:5]=2[N:4]=[C:3]1[S:14][CH3:15], predict the reactants needed to synthesize it. The reactants are: [CH3:1][N:2]1[C:6]2[CH:7]=[CH:8][C:9]([N+:11]([O-:13])=[O:12])=[CH:10][C:5]=2[NH:4][C:3]1=[S:14].[C:15]([O-])([O-])=O.[Na+].[Na+].CI.